Dataset: Catalyst prediction with 721,799 reactions and 888 catalyst types from USPTO. Task: Predict which catalyst facilitates the given reaction. (1) Reactant: [Si:1]([O:8][CH2:9][C@H:10]([OH:38])[CH2:11][NH:12][C:13]1[C:18]([F:19])=[CH:17][N:16]=[C:15]([C:20]2[CH:24]=[C:23]([C:25]3[CH:29]=[CH:28][O:27][N:26]=3)[N:22]([CH2:30][C:31]3[CH:36]=[CH:35][CH:34]=[CH:33][C:32]=3[F:37])[N:21]=2)[N:14]=1)([C:4]([CH3:7])([CH3:6])[CH3:5])([CH3:3])[CH3:2].CC1C=CC=C(C)N=1.Cl[C:48](Cl)([O:50]C(=O)OC(Cl)(Cl)Cl)Cl.C(=O)([O-])N. Product: [Si:1]([O:8][CH2:9][C@@H:10]1[O:38][C:48](=[O:50])[N:12]([C:13]2[C:18]([F:19])=[CH:17][N:16]=[C:15]([C:20]3[CH:24]=[C:23]([C:25]4[CH:29]=[CH:28][O:27][N:26]=4)[N:22]([CH2:30][C:31]4[CH:36]=[CH:35][CH:34]=[CH:33][C:32]=4[F:37])[N:21]=3)[N:14]=2)[CH2:11]1)([C:4]([CH3:7])([CH3:6])[CH3:5])([CH3:2])[CH3:3]. The catalyst class is: 56. (2) Reactant: [NH2:1][CH2:2][CH2:3][O:4][CH2:5][CH2:6][O:7][C:8]1[CH:13]=[CH:12][C:11]([NH:14][C:15]2[N:20]=[C:19]([C:21]3[CH:22]=[CH:23][C:24]([O:29][CH:30]4[CH2:35][CH2:34][O:33][CH2:32][CH2:31]4)=[C:25]([CH:28]=3)[C:26]#[N:27])[CH:18]=[CH:17][N:16]=2)=[CH:10][C:9]=1[O:36][CH3:37].CCN(CC)CC.[N:45]1([S:51](Cl)(=[O:53])=[O:52])[CH2:50][CH2:49][O:48][CH2:47][CH2:46]1. Product: [C:26]([C:25]1[CH:28]=[C:21]([C:19]2[CH:18]=[CH:17][N:16]=[C:15]([NH:14][C:11]3[CH:12]=[CH:13][C:8]([O:7][CH2:6][CH2:5][O:4][CH2:3][CH2:2][NH:1][S:51]([N:45]4[CH2:50][CH2:49][O:48][CH2:47][CH2:46]4)(=[O:53])=[O:52])=[C:9]([O:36][CH3:37])[CH:10]=3)[N:20]=2)[CH:22]=[CH:23][C:24]=1[O:29][CH:30]1[CH2:31][CH2:32][O:33][CH2:34][CH2:35]1)#[N:27]. The catalyst class is: 1. (3) Reactant: [H-].[Na+].[SH:3][C:4]1[CH:9]=[CH:8][CH:7]=[CH:6][C:5]=1[C:10](=[O:12])[CH3:11].[C:13](=O)(OCC)[O:14]CC.Cl. Product: [OH:12][C:10]1[C:5]2[C:4](=[CH:9][CH:8]=[CH:7][CH:6]=2)[S:3][C:13](=[O:14])[CH:11]=1. The catalyst class is: 93.